Dataset: Reaction yield outcomes from USPTO patents with 853,638 reactions. Task: Predict the reaction yield, written as a fraction of the theoretical maximum amount of product (1.0 means a 100% yield; for example, 0.34 means a 34% yield). (1) The reactants are [Cl:1][C:2]1[CH:7]=[CH:6][C:5](B(O)O)=[C:4]([F:11])[CH:3]=1.[NH2:12][C:13]1[CH:18]=[CH:17][C:16](Br)=[CH:15][N:14]=1.C1(C)C=CC=CC=1.C([O-])([O-])=O.[Na+].[Na+]. The catalyst is FC(F)(F)C([O-])=O.[Pd+2].FC(F)(F)C([O-])=O.C1(P(C2C=CC=CC=2)C2C=CC=CC=2)C=CC=CC=1.CCO. The product is [Cl:1][C:2]1[CH:7]=[CH:6][C:5]([C:16]2[CH:17]=[CH:18][C:13]([NH2:12])=[N:14][CH:15]=2)=[C:4]([F:11])[CH:3]=1. The yield is 0.710. (2) The reactants are Br[C:2]1[CH:3]=[CH:4][C:5]([C:8]([O:10][CH3:11])=[O:9])=[N:6][CH:7]=1.[CH2:12]([Si:14]([C:19]#[CH:20])([CH2:17][CH3:18])[CH2:15][CH3:16])[CH3:13].C(N(CC)CC)C. The catalyst is [Pd].C1(P(C2C=CC=CC=2)C2C=CC=CC=2)C=CC=CC=1.C1(P(C2C=CC=CC=2)C2C=CC=CC=2)C=CC=CC=1.C1(P(C2C=CC=CC=2)C2C=CC=CC=2)C=CC=CC=1.C1(P(C2C=CC=CC=2)C2C=CC=CC=2)C=CC=CC=1.[Cu]I. The product is [CH2:15]([Si:14]([C:12]#[C:13][C:2]1[CH:3]=[CH:4][C:5]([C:8]([O:10][CH3:11])=[O:9])=[N:6][CH:7]=1)([CH2:19][CH3:20])[CH2:17][CH3:18])[CH3:16]. The yield is 0.880. (3) The reactants are [Cl:1][C:2]1[CH:10]=[CH:9][C:5]([C:6](Cl)=[O:7])=[CH:4][N:3]=1.[NH2:11][C:12]1[CH:17]=[N:16][CH:15]=[CH:14][N:13]=1.C1COCC1.C(N(CC)CC)C. The catalyst is C(OCC)(=O)C. The product is [Cl:1][C:2]1[N:3]=[CH:4][C:5]([C:6]([NH:11][C:12]2[CH:17]=[N:16][CH:15]=[CH:14][N:13]=2)=[O:7])=[CH:9][CH:10]=1. The yield is 0.0400. (4) The reactants are [CH2:1]([Li])[CH2:2][CH2:3][CH3:4].[C:6]12(C(=O)C3C[CH:10]1[CH2:11][CH2:12]3)[CH2:9][CH2:8][CH2:7]2. The catalyst is [Br-].C[P+](C1C=CC=CC=1)(C1C=CC=CC=1)C1C=CC=CC=1.O1CCCC1. The product is [CH2:4]=[C:3]1[C:6]2([CH2:9][CH2:8][CH2:7]2)[CH:10]2[CH2:1][CH:2]1[CH2:12][CH2:11]2. The yield is 0.750. (5) The reactants are [F:1][C:2]1[CH:3]=[C:4]([C:8]2[CH:16]=[CH:15][CH:14]=[C:13]3[C:9]=2/[C:10](=[CH:18]/[C:19]2[NH:20][C:21]([CH3:27])=[CH:22][C:23]=2[C:24](O)=[O:25])/[C:11](=[O:17])[NH:12]3)[CH:5]=[CH:6][CH:7]=1.[CH:28]1([NH:31][C:32]([C@@H:34]2[CH2:39][CH2:38][CH2:37][NH:36][CH2:35]2)=[O:33])[CH2:30][CH2:29]1.C1C=CC2N(O)N=NC=2C=1.C(Cl)CCl. The catalyst is CN(C=O)C. The product is [CH:28]1([NH:31][C:32]([C@@H:34]2[CH2:39][CH2:38][CH2:37][N:36]([C:24]([C:23]3[CH:22]=[C:21]([CH3:27])[NH:20][C:19]=3/[CH:18]=[C:10]3\[C:11](=[O:17])[NH:12][C:13]4[C:9]\3=[C:8]([C:4]3[CH:5]=[CH:6][CH:7]=[C:2]([F:1])[CH:3]=3)[CH:16]=[CH:15][CH:14]=4)=[O:25])[CH2:35]2)=[O:33])[CH2:30][CH2:29]1. The yield is 0.370.